This data is from TCR-epitope binding with 47,182 pairs between 192 epitopes and 23,139 TCRs. The task is: Binary Classification. Given a T-cell receptor sequence (or CDR3 region) and an epitope sequence, predict whether binding occurs between them. The epitope is LLDFVRFMGV. The TCR CDR3 sequence is CASSYELAGYEQYF. Result: 0 (the TCR does not bind to the epitope).